This data is from Forward reaction prediction with 1.9M reactions from USPTO patents (1976-2016). The task is: Predict the product of the given reaction. (1) Given the reactants [NH2:1][C:2]([CH3:13])([CH2:5][C:6]1[CH:11]=[CH:10][C:9]([F:12])=[CH:8][CH:7]=1)[C:3]#[N:4].Cl, predict the reaction product. The product is: [F:12][C:9]1[CH:8]=[CH:7][C:6]([CH2:5][C:2]([CH3:13])([NH2:1])[CH2:3][NH2:4])=[CH:11][CH:10]=1. (2) Given the reactants ClC1C=CC(Cl)=CC=1SCC(O)=O.[F:14][C:15]1[CH:20]=[CH:19][CH:18]=[CH:17][C:16]=1[SH:21].[OH-].[K+].Br[CH2:25][CH2:26][CH2:27][CH2:28][CH2:29][C:30]([O:32]CC)=[O:31], predict the reaction product. The product is: [F:14][C:15]1[CH:20]=[CH:19][CH:18]=[CH:17][C:16]=1[S:21][CH2:25][CH2:26][CH2:27][CH2:28][CH2:29][C:30]([OH:32])=[O:31]. (3) Given the reactants [C:1]1([S:7][C:8]2[CH2:12][CH2:11][O:10][N:9]=2)[CH:6]=[CH:5][CH:4]=[CH:3][CH:2]=1.[OH:13]O.O.C(Cl)Cl, predict the reaction product. The product is: [C:1]1([S:7]([C:8]2[CH2:12][CH2:11][O:10][N:9]=2)=[O:13])[CH:2]=[CH:3][CH:4]=[CH:5][CH:6]=1. (4) Given the reactants C(OC([N:8]1[C@@H:12]([CH2:13][C:14]2[CH:19]=[CH:18][CH:17]=[CH:16][CH:15]=2)[C:11](=[O:20])OC1)=O)(C)(C)C.Br[CH2:22][Cl:23].C([Li])CCC.Cl, predict the reaction product. The product is: [ClH:23].[NH2:8][C@@H:12]([CH2:13][C:14]1[CH:15]=[CH:16][CH:17]=[CH:18][CH:19]=1)[C:11](=[O:20])[CH2:22][Cl:23]. (5) Given the reactants C([O:5][C:6](=[O:36])[CH2:7][N:8]1[C:16]2[C:11](=[CH:12][CH:13]=[C:14]([O:17][CH2:18][C:19]3[S:23][C:22]([C:24]4[CH:29]=[CH:28][C:27]([C:30]([F:33])([F:32])[F:31])=[CH:26][CH:25]=4)=[N:21][C:20]=3[CH3:34])[CH:15]=2)[C:10]([Cl:35])=[CH:9]1)(C)(C)C.[Li+].[OH-], predict the reaction product. The product is: [Cl:35][C:10]1[C:11]2[C:16](=[CH:15][C:14]([O:17][CH2:18][C:19]3[S:23][C:22]([C:24]4[CH:25]=[CH:26][C:27]([C:30]([F:33])([F:32])[F:31])=[CH:28][CH:29]=4)=[N:21][C:20]=3[CH3:34])=[CH:13][CH:12]=2)[N:8]([CH2:7][C:6]([OH:36])=[O:5])[CH:9]=1. (6) The product is: [CH3:27][C:26]([NH:28][S:4]([CH:1]1[CH2:3][CH2:2]1)(=[O:6])=[O:5])([CH3:29])[CH:25]([C:30]1[CH:35]=[CH:34][CH:33]=[CH:32][CH:31]=1)[O:24][C:20]1[CH:19]=[C:18]2[C:23](=[CH:22][CH:21]=1)[N:15]([C:12]1[CH:13]=[CH:14][C:9]([CH3:36])=[CH:10][CH:11]=1)[N:16]=[CH:17]2. Given the reactants [CH:1]1([S:4](Cl)(=[O:6])=[O:5])[CH2:3][CH2:2]1.F[C:9]1[CH:14]=[CH:13][C:12]([N:15]2[C:23]3[C:18](=[CH:19][C:20]([O:24][CH:25]([C:30]4[CH:35]=[CH:34][CH:33]=[CH:32][CH:31]=4)[C:26]([CH3:29])([NH2:28])[CH3:27])=[CH:21][CH:22]=3)[CH:17]=[N:16]2)=[CH:11][CH:10]=1.[CH2:36](N(CC)CC)C, predict the reaction product. (7) The product is: [C:1]([O:5][C:6](=[O:7])[NH:8][CH:9]([C:10]([F:29])=[O:11])[CH:13]([C:15]1[CH:20]=[CH:19][CH:18]=[CH:17][CH:16]=1)[CH3:14])([CH3:4])([CH3:3])[CH3:2]. Given the reactants [C:1]([O:5][C:6]([NH:8][C@@H:9]([C@H:13]([C:15]1[CH:20]=[CH:19][CH:18]=[CH:17][CH:16]=1)[CH3:14])[C:10](O)=[O:11])=[O:7])([CH3:4])([CH3:3])[CH3:2].N1C=CC=CC=1.N1C(F)=NC(F)=NC=1[F:29], predict the reaction product.